From a dataset of Reaction yield outcomes from USPTO patents with 853,638 reactions. Predict the reaction yield, written as a fraction of the theoretical maximum amount of product (1.0 means a 100% yield; for example, 0.34 means a 34% yield). (1) The reactants are [C:1]1([OH:11])[C:10]2[C:5](=[CH:6][CH:7]=[CH:8][CH:9]=2)[CH:4]=[CH:3][CH:2]=1.[CH3:12][O:13][CH2:14][CH2:15]Cl.[OH-].[Na+].[I-].[Na+]. The catalyst is C(O)C.C1(C)C=CC=CC=1.O. The product is [CH3:12][O:13][CH2:14][CH2:15][O:11][C:1]1[C:10]2[C:5](=[CH:6][CH:7]=[CH:8][CH:9]=2)[CH:4]=[CH:3][CH:2]=1. The yield is 0.580. (2) The yield is 0.970. The reactants are C([O:3][C:4](=[O:41])[C:5]([CH3:40])([O:33][C:34]1[CH:39]=[CH:38][CH:37]=[CH:36][CH:35]=1)[CH2:6][C:7]1[CH:12]=[CH:11][C:10]([O:13][CH2:14][CH2:15][CH:16]2[CH2:20][N:19]([CH2:21][C:22]3[CH:27]=[CH:26][C:25]([CH3:28])=[CH:24][CH:23]=3)[C:18](=[O:29])[N:17]2[CH2:30][CH2:31][CH3:32])=[CH:9][CH:8]=1)C.[OH-].[Na+]. The catalyst is C(O)C. The product is [CH3:40][C:5]([O:33][C:34]1[CH:39]=[CH:38][CH:37]=[CH:36][CH:35]=1)([CH2:6][C:7]1[CH:8]=[CH:9][C:10]([O:13][CH2:14][CH2:15][CH:16]2[CH2:20][N:19]([CH2:21][C:22]3[CH:23]=[CH:24][C:25]([CH3:28])=[CH:26][CH:27]=3)[C:18](=[O:29])[N:17]2[CH2:30][CH2:31][CH3:32])=[CH:11][CH:12]=1)[C:4]([OH:41])=[O:3].